Dataset: Forward reaction prediction with 1.9M reactions from USPTO patents (1976-2016). Task: Predict the product of the given reaction. (1) Given the reactants [CH3:1][O:2][C:3]1[CH:4]=[C:5]2[C:10](=[CH:11][C:12]=1[O:13][CH3:14])[N:9]=[CH:8][CH:7]=[C:6]2[O:15][C:16]1[C:22]([CH3:23])=[CH:21][C:19]([NH2:20])=[C:18]([CH3:24])[CH:17]=1.Cl[C:26](Cl)([O:28][C:29](=[O:35])OC(Cl)(Cl)Cl)Cl.[CH:37]1([CH2:43]CO)[CH2:42][CH2:41][CH2:40][CH2:39][CH2:38]1.C(=O)(O)[O-].[Na+], predict the reaction product. The product is: [CH3:1][O:2][C:3]1[CH:4]=[C:5]2[C:10](=[CH:11][C:12]=1[O:13][CH3:14])[N:9]=[CH:8][CH:7]=[C:6]2[O:15][C:16]1[C:22]([CH3:23])=[CH:21][C:19]([NH:20][C:29](=[O:35])[O:28][CH2:26][CH2:43][CH:37]2[CH2:42][CH2:41][CH2:40][CH2:39][CH2:38]2)=[C:18]([CH3:24])[CH:17]=1. (2) Given the reactants [CH3:1][C:2]1[N:6]([CH2:7][C:8]([N:10]2[CH2:15][CH2:14][CH:13]([C:16]([O:18]CC)=[O:17])[CH2:12][CH2:11]2)=[O:9])[N:5]=[C:4]([C:21]([F:24])([F:23])[F:22])[CH:3]=1.[OH-].[Na+].Cl, predict the reaction product. The product is: [CH3:1][C:2]1[N:6]([CH2:7][C:8]([N:10]2[CH2:15][CH2:14][CH:13]([C:16]([OH:18])=[O:17])[CH2:12][CH2:11]2)=[O:9])[N:5]=[C:4]([C:21]([F:24])([F:22])[F:23])[CH:3]=1. (3) The product is: [Br:1][CH2:2][CH2:3][CH2:4][CH2:5][C:6]([O:16][CH:12]([CH:11]=[CH2:10])[CH2:13][CH2:14][CH:15]=[CH2:17])=[O:7]. Given the reactants [Br:1][CH2:2][CH2:3][CH2:4][CH2:5][C:6](Cl)=[O:7].C=[CH:10][CH2:11][CH:12]([OH:16])[CH2:13][CH:14]=[CH2:15].[CH2:17](N(CC)CC)C, predict the reaction product. (4) Given the reactants [CH2:1]([O:8][C@H:9]([CH3:14])[C:10](OC)=[O:11])[C:2]1[CH:7]=[CH:6][CH:5]=[CH:4][CH:3]=1.O.[NH2:16][NH2:17], predict the reaction product. The product is: [CH2:1]([O:8][C@H:9]([CH3:14])[C:10]([NH:16][NH2:17])=[O:11])[C:2]1[CH:7]=[CH:6][CH:5]=[CH:4][CH:3]=1. (5) The product is: [Cl:1][C:2]1[CH:3]=[C:4]([NH:9][C:10]2[CH:19]=[CH:13][N:12]=[CH:17][N:11]=2)[C:5](=[O:8])[N:6]([CH3:21])[N:7]=1. Given the reactants [Cl:1][C:2]1[CH:3]=[C:4]([NH:9][C:10]2[CH:19]=[C:13]3CN(C)C[CH2:17][N:12]3[N:11]=2)[C:5](=[O:8])[NH:6][N:7]=1.N[C:21]1N=CC=CN=1.BrC1C(=O)N(C)N=C(Cl)C=1, predict the reaction product. (6) Given the reactants Cl.[NH2:2][CH2:3][C:4](=O)[CH2:5][CH2:6][C:7]([OH:9])=[O:8].[C:11]1(=O)[CH2:17][CH2:16][CH2:15][CH2:14][C:13](=[O:18])[CH2:12]1.C([O-])(=O)C.[Na+], predict the reaction product. The product is: [O:18]=[C:13]1[C:12]2[C:4]([CH2:5][CH2:6][C:7]([OH:9])=[O:8])=[CH:3][NH:2][C:11]=2[CH2:17][CH2:16][CH2:15][CH2:14]1. (7) Given the reactants C([O:8][C:9]1[CH:31]=[CH:30][C:12]([CH2:13][N:14]2[CH2:19][CH2:18][CH:17]([NH:20][C:21]3[CH:22]=[C:23]4[C:27](=[CH:28][CH:29]=3)[NH:26][N:25]=[CH:24]4)[CH2:16][CH2:15]2)=[CH:11][CH:10]=1)C1C=CC=CC=1, predict the reaction product. The product is: [NH:26]1[C:27]2[C:23](=[CH:22][C:21]([NH:20][CH:17]3[CH2:18][CH2:19][N:14]([CH2:13][C:12]4[CH:11]=[CH:10][C:9]([OH:8])=[CH:31][CH:30]=4)[CH2:15][CH2:16]3)=[CH:29][CH:28]=2)[CH:24]=[N:25]1. (8) The product is: [CH3:10][O:9][C:4]1[N:3]=[C:2]2[C:7](=[CH:6][CH:5]=1)[NH:8][C:25](=[O:29])[CH:26]=[CH:27]2. Given the reactants Br[C:2]1[C:7]([NH2:8])=[CH:6][CH:5]=[C:4]([O:9][CH3:10])[N:3]=1.C1(C(N)C2CCCCC2)CCCCC1.[CH2:25]([O:29]C(=O)C=C)[CH2:26][CH2:27]C, predict the reaction product. (9) Given the reactants [NH2:1][CH:2]1[CH2:7][CH2:6][CH2:5][CH2:4][CH:3]1N.IC1C=C(C=CC=1)N.[CH3:17][C@@H:18]1[CH2:22][O:21][C:20](=[O:23])[NH:19]1.C(=O)([O-])[O-].[Cs+].[Cs+], predict the reaction product. The product is: [NH2:1][C:2]1[CH:3]=[C:4]([N:19]2[C@H:18]([CH3:17])[CH2:22][O:21][C:20]2=[O:23])[CH:5]=[CH:6][CH:7]=1.